Dataset: Forward reaction prediction with 1.9M reactions from USPTO patents (1976-2016). Task: Predict the product of the given reaction. (1) The product is: [F:16][C:5]1[C:6]([N:10]2[CH2:14][CH2:13][CH2:12][C:11]2=[O:15])=[CH:7][CH:8]=[CH:9][C:4]=1[C:3]([OH:17])=[O:2]. Given the reactants C[O:2][C:3](=[O:17])[C:4]1[CH:9]=[CH:8][CH:7]=[C:6]([N:10]2[CH2:14][CH2:13][CH2:12][C:11]2=[O:15])[C:5]=1[F:16].[Li+].[OH-], predict the reaction product. (2) Given the reactants [CH2:1]([O:8][C:9]([N:11]([CH3:18])[CH2:12][CH2:13][CH2:14][C:15]([OH:17])=O)=[O:10])[C:2]1[CH:7]=[CH:6][CH:5]=[CH:4][CH:3]=1.CCN(C(C)C)C(C)C.C1C=CC2N(O)N=NC=2C=1.Cl.Cl.[CH3:40][O:41][C:42]1[CH:43]=[C:44]([NH2:51])[C:45]([NH2:50])=[CH:46][C:47]=1[O:48][CH3:49].C([O-])(O)=O.[Na+], predict the reaction product. The product is: [CH2:1]([O:8][C:9](=[O:10])[N:11]([CH2:12][CH2:13][CH2:14][C:15](=[O:17])[NH:50][C:45]1[CH:46]=[C:47]([O:48][CH3:49])[C:42]([O:41][CH3:40])=[CH:43][C:44]=1[NH2:51])[CH3:18])[C:2]1[CH:3]=[CH:4][CH:5]=[CH:6][CH:7]=1. (3) Given the reactants [CH3:1][O:2][C:3](=[O:14])[C:4](=O)[CH:5](Cl)[C:6]1[CH:11]=[CH:10][CH:9]=[CH:8][CH:7]=1.[CH:15]1([C:18](=[S:20])[NH2:19])[CH2:17][CH2:16]1, predict the reaction product. The product is: [CH3:1][O:2][C:3]([C:4]1[N:19]=[C:18]([CH:15]2[CH2:17][CH2:16]2)[S:20][C:5]=1[C:6]1[CH:11]=[CH:10][CH:9]=[CH:8][CH:7]=1)=[O:14].